Task: Regression. Given a peptide amino acid sequence and an MHC pseudo amino acid sequence, predict their binding affinity value. This is MHC class I binding data.. Dataset: Peptide-MHC class I binding affinity with 185,985 pairs from IEDB/IMGT (1) The peptide sequence is KEDPGDHIF. The MHC is HLA-B58:01 with pseudo-sequence HLA-B58:01. The binding affinity (normalized) is 0.0847. (2) The peptide sequence is ILFQNNDINA. The MHC is HLA-A68:02 with pseudo-sequence HLA-A68:02. The binding affinity (normalized) is 0.149.